Task: Regression. Given two drug SMILES strings and cell line genomic features, predict the synergy score measuring deviation from expected non-interaction effect.. Dataset: NCI-60 drug combinations with 297,098 pairs across 59 cell lines (1) Drug 1: C1C(C(OC1N2C=C(C(=O)NC2=O)F)CO)O. Drug 2: C1C(C(OC1N2C=NC(=NC2=O)N)CO)O. Cell line: EKVX. Synergy scores: CSS=-5.05, Synergy_ZIP=0.126, Synergy_Bliss=-3.54, Synergy_Loewe=-6.39, Synergy_HSA=-5.77. (2) Drug 1: CS(=O)(=O)C1=CC(=C(C=C1)C(=O)NC2=CC(=C(C=C2)Cl)C3=CC=CC=N3)Cl. Drug 2: C1CCC(CC1)NC(=O)N(CCCl)N=O. Cell line: MOLT-4. Synergy scores: CSS=34.3, Synergy_ZIP=0.0785, Synergy_Bliss=4.69, Synergy_Loewe=-5.80, Synergy_HSA=4.09.